From a dataset of Forward reaction prediction with 1.9M reactions from USPTO patents (1976-2016). Predict the product of the given reaction. (1) Given the reactants [F:1][C:2]1[CH:7]=[CH:6][C:5]([C:8]2[N:9]=[N:10][N:11]([CH2:13][C@@H:14]([NH:16][C:17](=[O:23])OC(C)(C)C)[CH3:15])[CH:12]=2)=[CH:4][CH:3]=1.[CH3:24][C:25]1[CH:26]=[CH:27][C:28]([N:34]2[N:38]=[CH:37][CH:36]=[N:35]2)=[C:29]([CH:33]=1)C(O)=O, predict the reaction product. The product is: [F:1][C:2]1[CH:3]=[CH:4][C:5]([C:8]2[N:9]=[N:10][N:11]([CH2:13][C@@H:14]([NH:16][C:17](=[O:23])[C:27]3[CH:26]=[C:25]([CH3:24])[CH:33]=[CH:29][C:28]=3[N:34]3[N:35]=[CH:36][CH:37]=[N:38]3)[CH3:15])[CH:12]=2)=[CH:6][CH:7]=1. (2) Given the reactants C([Sn](CCCC)(CCCC)[C:6]1[O:7][CH:8]=[CH:9][N:10]=1)CCC.Cl[C:20]1[S:21][CH:22]=[CH:23][C:24]=1[N+:25]([O-:27])=[O:26], predict the reaction product. The product is: [N+:25]([C:24]1[CH:23]=[CH:22][S:21][C:20]=1[C:6]1[O:7][CH:8]=[CH:9][N:10]=1)([O-:27])=[O:26].